From a dataset of Reaction yield outcomes from USPTO patents with 853,638 reactions. Predict the reaction yield, written as a fraction of the theoretical maximum amount of product (1.0 means a 100% yield; for example, 0.34 means a 34% yield). (1) The reactants are [CH:1]([N:4]1[C:8]([C:9]2[CH:10]=[C:11]([NH2:17])[CH:12]=[CH:13][C:14]=2[O:15][CH3:16])=[CH:7][CH:6]=[N:5]1)([CH3:3])[CH3:2].[Cl:18][C:19]1[CH:24]=[CH:23][C:22]([N:25]=[C:26]=[O:27])=[CH:21][CH:20]=1. The catalyst is C(Cl)Cl. The product is [Cl:18][C:19]1[CH:24]=[CH:23][C:22]([NH:25][C:26]([NH:17][C:11]2[CH:12]=[CH:13][C:14]([O:15][CH3:16])=[C:9]([C:8]3[N:4]([CH:1]([CH3:3])[CH3:2])[N:5]=[CH:6][CH:7]=3)[CH:10]=2)=[O:27])=[CH:21][CH:20]=1. The yield is 0.300. (2) The reactants are [Br:1][C:2]1[CH:3]=[C:4]([C:8]2O[C:10]([C:25]3[CH:30]=[CH:29][CH:28]=[C:27]([Br:31])[CH:26]=3)=[C:11]3[C:24]4[CH:23]=[CH:22][CH:21]=[CH:20][C:19]=4[C:18]4[C:13](=[CH:14][CH:15]=[CH:16][CH:17]=4)[C:12]=23)[CH:5]=[CH:6][CH:7]=1.[C:32]12CC(CC1)=C[CH:33]=2. The catalyst is ClC1C=CC=CC=1Cl. The product is [Br:1][C:2]1[CH:3]=[C:4]([C:8]2[C:12]3[C:13]4[C:18](=[CH:17][CH:16]=[CH:15][CH:14]=4)[C:19]4[C:24](=[CH:23][CH:22]=[CH:21][CH:20]=4)[C:11]=3[C:10]([C:25]3[CH:30]=[CH:29][CH:28]=[C:27]([Br:31])[CH:26]=3)=[CH:33][CH:32]=2)[CH:5]=[CH:6][CH:7]=1. The yield is 0.760. (3) The reactants are [NH2:1][C:2]1[N:7]=[CH:6][C:5]([C:8]2[CH:9]=[C:10]([NH2:19])[C:11]([NH:14][C:15]([CH3:18])([CH3:17])[CH3:16])=[CH:12][CH:13]=2)=[CH:4][N:3]=1.[CH3:20][C:21]1[S:22][C:23]([C:27]2[CH:34]=[CH:33][C:32]([O:35][CH3:36])=[CH:31][C:28]=2[CH:29]=O)=[C:24]([CH3:26])[N:25]=1.OOS([O-])=O.[K+].S([O-])([O-])(=O)=S.[Na+].[Na+]. The catalyst is CN(C=O)C.O. The product is [C:15]([N:14]1[C:11]2[CH:12]=[CH:13][C:8]([C:5]3[CH:4]=[N:3][C:2]([NH2:1])=[N:7][CH:6]=3)=[CH:9][C:10]=2[N:19]=[C:29]1[C:28]1[CH:31]=[C:32]([O:35][CH3:36])[CH:33]=[CH:34][C:27]=1[C:23]1[S:22][C:21]([CH3:20])=[N:25][C:24]=1[CH3:26])([CH3:16])([CH3:18])[CH3:17]. The yield is 0.430. (4) The product is [C:53]([C:2]1[CH:42]=[CH:41][C:5]([O:6][C@H:7]2[CH2:8][CH2:9][C@H:10]([N:13]3[C:18](=[O:19])[C:17]([CH2:20][C:21]4[CH:26]=[CH:25][C:24]([C:27]5[C:28]([C:33]#[N:34])=[CH:29][CH:30]=[CH:31][CH:32]=5)=[CH:23][CH:22]=4)=[C:16]([CH2:35][CH2:36][CH3:37])[N:15]4[N:38]=[CH:39][N:40]=[C:14]34)[CH2:11][CH2:12]2)=[CH:4][CH:3]=1)(=[O:55])[CH3:54]. The yield is 0.620. The catalyst is Cl[Pd](Cl)([P](C1C=CC=CC=1)(C1C=CC=CC=1)C1C=CC=CC=1)[P](C1C=CC=CC=1)(C1C=CC=CC=1)C1C=CC=CC=1.O1CCCC1. The reactants are Br[C:2]1[CH:42]=[CH:41][C:5]([O:6][C@H:7]2[CH2:12][CH2:11][C@H:10]([N:13]3[C:18](=[O:19])[C:17]([CH2:20][C:21]4[CH:26]=[CH:25][C:24]([C:27]5[C:28]([C:33]#[N:34])=[CH:29][CH:30]=[CH:31][CH:32]=5)=[CH:23][CH:22]=4)=[C:16]([CH2:35][CH2:36][CH3:37])[N:15]4[N:38]=[CH:39][N:40]=[C:14]34)[CH2:9][CH2:8]2)=[CH:4][CH:3]=1.C([Sn](CCCC)([C:53]([O:55]CC)=[CH2:54])CCCCC)CCC.[F-].[K+]. (5) The reactants are [CH3:1][O:2][C:3]1[C:8]([CH:9]=[O:10])=[CH:7][CH:6]=[CH:5][N:4]=1.[OH-].[K+].[N+:13]([CH2:15][C:16]([N:18]1[CH2:22][CH2:21][CH2:20][CH2:19]1)=[O:17])#[C-:14]. The catalyst is CO. The product is [CH3:1][O:2][C:3]1[C:8]([C@@H:9]2[O:10][CH:14]=[N:13][C@H:15]2[C:16]([N:18]2[CH2:22][CH2:21][CH2:20][CH2:19]2)=[O:17])=[CH:7][CH:6]=[CH:5][N:4]=1. The yield is 0.500. (6) The reactants are [CH3:1][C:2]1([CH3:32])[CH2:7][CH2:6][C:5]([C:8]2[CH:13]=[C:12]([C:14]3([CH2:20][OH:21])[CH2:19][CH2:18][O:17][CH2:16][CH2:15]3)[CH:11]=[CH:10][C:9]=2[NH:22][C:23]([C:25]2[NH:26][CH:27]=[C:28]([C:30]#[N:31])[N:29]=2)=[O:24])=[CH:4][CH2:3]1.CC(OI1(OC(C)=O)(OC(C)=O)OC(=O)C2C=CC=CC1=2)=O. No catalyst specified. The product is [CH3:1][C:2]1([CH3:32])[CH2:7][CH2:6][C:5]([C:8]2[CH:13]=[C:12]([C:14]3([CH:20]=[O:21])[CH2:19][CH2:18][O:17][CH2:16][CH2:15]3)[CH:11]=[CH:10][C:9]=2[NH:22][C:23]([C:25]2[NH:26][CH:27]=[C:28]([C:30]#[N:31])[N:29]=2)=[O:24])=[CH:4][CH2:3]1. The yield is 1.00. (7) The yield is 0.540. The reactants are C([N:20]1[CH:24]=[C:23]([C:25]2[CH:40]=[CH:39][CH:38]=[CH:37][C:26]=2[O:27][CH2:28][CH2:29][C:30]2[CH:36]=[CH:35]C(N)=[CH:32][CH:31]=2)[N:22]=[CH:21]1)(C1C=CC=CC=1)(C1C=CC=CC=1)C1C=CC=CC=1.[H-].[Na+].CI.[CH3:45][N:46]([CH:48]=O)[CH3:47]. The product is [NH:20]1[CH:24]=[C:23]([C:25]2[CH:40]=[CH:39][CH:38]=[CH:37][C:26]=2[O:27][CH2:28][CH2:29][C:30]2[CH:31]=[CH:32][C:48]([N:46]([CH3:45])[CH3:47])=[CH:35][CH:36]=2)[N:22]=[CH:21]1. No catalyst specified. (8) The reactants are [NH2:1][C:2]1[CH:3]=[C:4]([C:8]([NH:10][C@@:11]2([C:16]([OH:18])=O)[CH2:15][CH2:14][O:13][CH2:12]2)=[O:9])[CH:5]=[N:6][CH:7]=1.[NH2:19][CH2:20][C:21]1[CH:26]=[CH:25][C:24]([NH:27][C:28]2[CH:33]=[CH:32][C:31]([O:34][CH3:35])=[CH:30][C:29]=2[C:36]([F:39])([F:38])[F:37])=[CH:23][CH:22]=1. No catalyst specified. The product is [NH2:1][C:2]1[CH:7]=[N:6][CH:5]=[C:4]([CH:3]=1)[C:8]([NH:10][C@@:11]1([C:16](=[O:18])[NH:19][CH2:20][C:21]2[CH:22]=[CH:23][C:24]([NH:27][C:28]3[CH:33]=[CH:32][C:31]([O:34][CH3:35])=[CH:30][C:29]=3[C:36]([F:37])([F:38])[F:39])=[CH:25][CH:26]=2)[CH2:15][CH2:14][O:13][CH2:12]1)=[O:9]. The yield is 0.320.